Predict the reactants needed to synthesize the given product. From a dataset of Full USPTO retrosynthesis dataset with 1.9M reactions from patents (1976-2016). (1) The reactants are: [N+:1]([C:4]1[CH:5]=[C:6]([C:10](=[O:12])[CH3:11])[CH:7]=[CH:8][CH:9]=1)([O-:3])=[O:2].[BH4-].[Na+]. Given the product [N+:1]([C:4]1[CH:5]=[C:6]([CH:10]([OH:12])[CH3:11])[CH:7]=[CH:8][CH:9]=1)([O-:3])=[O:2], predict the reactants needed to synthesize it. (2) The reactants are: [F:1][C:2]([F:27])([F:26])[C:3]1[CH:8]=[CH:7][N:6]2[CH:9]=[C:10]([CH2:12][C@@H:13]3[CH2:18][CH2:17][CH2:16][CH2:15][N:14]3C(OC(C)(C)C)=O)[N:11]=[C:5]2[CH:4]=1. Given the product [NH:14]1[CH2:15][CH2:16][CH2:17][CH2:18][C@H:13]1[CH2:12][C:10]1[N:11]=[C:5]2[CH:4]=[C:3]([C:2]([F:1])([F:26])[F:27])[CH:8]=[CH:7][N:6]2[CH:9]=1, predict the reactants needed to synthesize it. (3) Given the product [NH2:1][C:2]1[CH:3]=[N:4][N:5]([C:18]2[NH:17][C:16](=[O:29])[C:15]([CH2:14][C:13]3[CH:30]=[CH:31][C:10]([Cl:9])=[C:11]([C:32]([F:34])([F:35])[F:33])[CH:12]=3)=[C:20]([C:21]([F:23])([F:24])[F:22])[N:19]=2)[CH:6]=1, predict the reactants needed to synthesize it. The reactants are: [NH2:1][C:2]1[CH:3]=[N:4][NH:5][CH:6]=1.[H-].[Na+].[Cl:9][C:10]1[CH:31]=[CH:30][C:13]([CH2:14][C:15]2[C:16](=[O:29])[NH:17][C:18](S(C)(=O)=O)=[N:19][C:20]=2[C:21]([F:24])([F:23])[F:22])=[CH:12][C:11]=1[C:32]([F:35])([F:34])[F:33]. (4) Given the product [Cl:1][C:2]1[N:3]=[N:4][C:5]([C:11]2[CH:12]=[CH:13][CH:14]=[CH:15][C:10]=2[F:9])=[CH:6][CH:7]=1, predict the reactants needed to synthesize it. The reactants are: [Cl:1][C:2]1[N:3]=[N:4][C:5](Cl)=[CH:6][CH:7]=1.[F:9][C:10]1[CH:15]=[CH:14][CH:13]=[CH:12][C:11]=1B(O)O.C(=O)([O-])[O-].[K+].[K+]. (5) Given the product [NH2:8][CH2:9][CH2:10][CH2:11][C:12]1[NH:16][C:15]([C:17]2[C:21]([NH:22][C:23](=[O:32])[C:24]3[C:29]([F:30])=[CH:28][CH:27]=[CH:26][C:25]=3[F:31])=[CH:20][NH:19][N:18]=2)([C:57]([OH:63])=[O:58])[NH:14][CH:13]=1, predict the reactants needed to synthesize it. The reactants are: C(OC([NH:8][CH2:9][CH2:10][CH2:11][C:12]1[NH:16][C:15]([C:17]2[C:21]([NH:22][C:23](=[O:32])[C:24]3[C:29]([F:30])=[CH:28][CH:27]=[CH:26][C:25]=3[F:31])=[CH:20][N:19](C3CCCCO3)[N:18]=2)=[N:14][C:13]=1C(O)=O)=O)(C)(C)C.C1(OC)C=CC=CC=1.C1(C)C=CC=CC=1.[C:57]([OH:63])(C(F)(F)F)=[O:58]. (6) Given the product [N+:1]([O:4][CH2:5][CH2:6][CH2:7][O:8][C:9]([C:11]1[N:15]([CH2:51][C:48]2[CH:47]=[CH:46][C:45]([C:40]3[CH:41]=[CH:42][CH:43]=[CH:44][C:39]=3[C:38]3[N:34]([C:33]([C:59]4[CH:64]=[CH:63][CH:62]=[CH:61][CH:60]=4)([C:53]4[CH:54]=[CH:55][CH:56]=[CH:57][CH:58]=4)[C:27]4[CH:32]=[CH:31][CH:30]=[CH:29][CH:28]=4)[N:35]=[N:36][N:37]=3)=[CH:50][CH:49]=2)[C:14]([CH2:16][CH2:17][CH2:18][CH3:19])=[N:13][C:12]=1[Cl:20])=[O:10])([O-:3])=[O:2], predict the reactants needed to synthesize it. The reactants are: [N+:1]([O:4][CH2:5][CH2:6][CH2:7][O:8][C:9]([C:11]1[NH:15][C:14]([CH2:16][CH2:17][CH2:18][CH3:19])=[N:13][C:12]=1[Cl:20])=[O:10])([O-:3])=[O:2].CC([O-])(C)C.[K+].[C:27]1([C:33]([C:59]2[CH:64]=[CH:63][CH:62]=[CH:61][CH:60]=2)([C:53]2[CH:58]=[CH:57][CH:56]=[CH:55][CH:54]=2)[N:34]2[C:38]([C:39]3[CH:44]=[CH:43][CH:42]=[CH:41][C:40]=3[C:45]3[CH:50]=[CH:49][C:48]([CH2:51]Br)=[CH:47][CH:46]=3)=[N:37][N:36]=[N:35]2)[CH:32]=[CH:31][CH:30]=[CH:29][CH:28]=1. (7) Given the product [NH3:5].[CH3:32][C:33]1[CH:38]=[CH:37][CH:36]=[CH:35][C:34]=1[N:39]1[CH2:44][CH2:43][N:42]([C:1]([O:2][CH2:3][CH2:4][N:5]2[CH2:6][CH2:7][N:8]([CH3:11])[CH2:9][CH2:10]2)=[O:22])[CH2:41][CH2:40]1, predict the reactants needed to synthesize it. The reactants are: [C:1](=[O:22])(OC1C=CC([N+]([O-])=O)=CC=1)[O:2][CH2:3][CH2:4][N:5]1[CH2:10][CH2:9][N:8]([CH3:11])[CH2:7][CH2:6]1.CCN(CC)CC.Cl.Cl.[CH3:32][C:33]1[CH:38]=[CH:37][CH:36]=[CH:35][C:34]=1[N:39]1[CH2:44][CH2:43][NH:42][CH2:41][CH2:40]1.